Dataset: CYP2C9 inhibition data for predicting drug metabolism from PubChem BioAssay. Task: Regression/Classification. Given a drug SMILES string, predict its absorption, distribution, metabolism, or excretion properties. Task type varies by dataset: regression for continuous measurements (e.g., permeability, clearance, half-life) or binary classification for categorical outcomes (e.g., BBB penetration, CYP inhibition). Dataset: cyp2c9_veith. (1) The molecule is Cc1cc(=O)oc(C)c1C(=O)NCc1ccccn1. The result is 0 (non-inhibitor). (2) The molecule is COCCn1c(=O)c(-c2cccs2)nc2cnc(Oc3cccc(Cl)c3)nc21. The result is 1 (inhibitor). (3) The compound is O=c1c(-c2ccc(F)cc2)nc2cnc(N3CCNCC3)nc2n1Cc1cccs1. The result is 1 (inhibitor). (4) The molecule is Cn1c(=O)cc(OCCCC(=O)N2CCN(c3ccccc3)CC2)c2ccccc21. The result is 1 (inhibitor). (5) The molecule is COc1cccc(C2C(C(=O)c3cc4ccccc4o3)=C(O)C(=O)N2c2cc(C)on2)c1OC. The result is 1 (inhibitor).